This data is from NCI-60 drug combinations with 297,098 pairs across 59 cell lines. The task is: Regression. Given two drug SMILES strings and cell line genomic features, predict the synergy score measuring deviation from expected non-interaction effect. Drug 1: COC1=CC(=CC(=C1O)OC)C2C3C(COC3=O)C(C4=CC5=C(C=C24)OCO5)OC6C(C(C7C(O6)COC(O7)C8=CC=CS8)O)O. Drug 2: C1C(C(OC1N2C=C(C(=O)NC2=O)F)CO)O. Cell line: HOP-92. Synergy scores: CSS=42.9, Synergy_ZIP=-9.05, Synergy_Bliss=-5.95, Synergy_Loewe=-1.78, Synergy_HSA=1.78.